This data is from Full USPTO retrosynthesis dataset with 1.9M reactions from patents (1976-2016). The task is: Predict the reactants needed to synthesize the given product. (1) Given the product [Br:1][C:2]1[C:3]([N:24]2[CH2:28][CH2:27][C@@H:26]([OH:29])[CH2:25]2)=[N:4][CH:5]=[C:6]([CH:22]=1)[C:7]([NH:9][C:10]1[CH:15]=[CH:14][C:13]([O:16][C:17]([F:20])([F:19])[F:18])=[C:12]([Cl:21])[CH:11]=1)=[O:8], predict the reactants needed to synthesize it. The reactants are: [Br:1][C:2]1[C:3](Cl)=[N:4][CH:5]=[C:6]([CH:22]=1)[C:7]([NH:9][C:10]1[CH:15]=[CH:14][C:13]([O:16][C:17]([F:20])([F:19])[F:18])=[C:12]([Cl:21])[CH:11]=1)=[O:8].[NH:24]1[CH2:28][CH2:27][C@@H:26]([OH:29])[CH2:25]1. (2) Given the product [Br:1][C:2]1([CH2:15][Cl:16])[CH:3]=[CH:4][CH:5]=[CH:6][CH2:7]1, predict the reactants needed to synthesize it. The reactants are: [Br:1][C:2]1[CH:7]=[CH:6][C:5](CO)=[CH:4][CH:3]=1.S(Cl)(Cl)=O.Cl[CH2:15][Cl:16]. (3) Given the product [N:46]1[CH:47]=[CH:48][CH:49]=[CH:50][C:45]=1[CH2:44][CH2:43][NH:42][C:54]([C:36]1[CH:35]=[CH:34][C:33]([C:30]2[CH:29]=[CH:28][C:27]([O:26][CH2:20][CH2:21][CH2:22][CH2:23][CH2:24][CH3:25])=[CH:32][CH:31]=2)=[CH:38][CH:37]=1)=[O:55], predict the reactants needed to synthesize it. The reactants are: C1(P(C2C=CC=CC=2)C2C=CC=CC=2)C=CC=CC=1.[CH2:20]([O:26][C:27]1(C(O)=O)[CH:32]=[CH:31][C:30]([C:33]2[CH:38]=[CH:37][CH:36]=[CH:35][CH:34]=2)=[CH:29][CH2:28]1)[CH2:21][CH2:22][CH2:23][CH2:24][CH3:25].[NH2:42][CH2:43][CH2:44][C:45]1[CH:50]=[CH:49][CH:48]=[CH:47][N:46]=1.CN1CC[O:55][CH2:54]C1. (4) Given the product [C:1]12([C:11]3[CH:12]=[C:13]([C:21]4[CH:28]=[CH:27][C:24]([CH:25]=[C:35]5[S:29][C:30](=[S:31])[NH:32][C:33]5=[O:34])=[CH:23][CH:22]=4)[C:14]4[O:18][C:17]([CH3:19])=[N:16][C:15]=4[CH:20]=3)[CH2:8][CH:7]3[CH2:9][CH:3]([CH2:4][CH:5]([CH2:6]3)[CH2:10]1)[CH2:2]2, predict the reactants needed to synthesize it. The reactants are: [C:1]12([C:11]3[CH:12]=[C:13]([C:21]4[CH:28]=[CH:27][C:24]([CH:25]=O)=[CH:23][CH:22]=4)[C:14]4[O:18][C:17]([CH3:19])=[N:16][C:15]=4[CH:20]=3)[CH2:10][CH:5]3[CH2:6][CH:7]([CH2:9][CH:3]([CH2:4]3)[CH2:2]1)[CH2:8]2.[S:29]1[CH2:35][C:33](=[O:34])[NH:32][C:30]1=[S:31]. (5) The reactants are: [NH2:1][C:2]1[CH:7]=[C:6]([O:8][CH3:9])[CH:5]=[CH:4][C:3]=1[CH:10]=[CH:11][C:12]1[CH:17]=[CH:16][C:15]([O:18]C(=O)C)=[CH:14][CH:13]=1.Cl.[F:23][C:24]1[CH:25]=[C:26]([CH:30]=[CH:31][C:32]=1[O:33][CH2:34][CH2:35][N:36]1[CH2:41][CH2:40][CH2:39][CH2:38][CH2:37]1)[C:27](Cl)=O. Given the product [F:23][C:24]1[CH:25]=[C:26]([CH:30]=[CH:31][C:32]=1[O:33][CH2:34][CH2:35][N:36]1[CH2:41][CH2:40][CH2:39][CH2:38][CH2:37]1)[CH2:27][NH:1][C:2]1[CH:7]=[C:6]([O:8][CH3:9])[CH:5]=[CH:4][C:3]=1[CH:10]=[CH:11][C:12]1[CH:13]=[CH:14][C:15]([OH:18])=[CH:16][CH:17]=1, predict the reactants needed to synthesize it. (6) Given the product [Cl:13][C:14]1[CH:22]=[CH:21][CH:20]=[CH:19][C:15]=1[C:16]1[N:6]=[C:4]([N:29]2[CH2:30][CH2:31][N:26]([C:23](=[O:25])[CH3:24])[CH2:27][CH2:28]2)[C:3]2[C:2](=[CH:10][CH:9]=[CH:8][C:7]=2[O:11][CH3:12])[N:1]=1, predict the reactants needed to synthesize it. The reactants are: [NH2:1][C:2]1[CH:10]=[CH:9][CH:8]=[C:7]([O:11][CH3:12])[C:3]=1[C:4]([NH2:6])=O.[Cl:13][C:14]1[CH:22]=[CH:21][CH:20]=[CH:19][C:15]=1[C:16](Cl)=O.[C:23]([N:26]1[CH2:31][CH2:30][NH:29][CH2:28][CH2:27]1)(=[O:25])[CH3:24]. (7) Given the product [CH2:1]([O:8][N:9]1[C:18](=[O:19])[C:17]2[C:12](=[CH:13][C:14]([F:21])=[C:15]([F:20])[CH:16]=2)[N:11]([CH2:27][CH2:26][F:25])[C:10]1=[O:22])[C:2]1[CH:7]=[CH:6][CH:5]=[CH:4][CH:3]=1, predict the reactants needed to synthesize it. The reactants are: [CH2:1]([O:8][N:9]1[C:18](=[O:19])[C:17]2[C:12](=[CH:13][C:14]([F:21])=[C:15]([F:20])[CH:16]=2)[NH:11][C:10]1=[O:22])[C:2]1[CH:7]=[CH:6][CH:5]=[CH:4][CH:3]=1.[H-].[Na+].[F:25][CH2:26][CH2:27]I. (8) Given the product [CH3:14][O:13][S:10]([O-:15])(=[O:12])=[O:11].[CH2:2]([N+:4]1[CH:9]=[CH:8][CH:7]=[CH:6][CH:5]=1)[CH3:3], predict the reactants needed to synthesize it. The reactants are: [Br-].[CH2:2]([N+:4]1[CH:9]=[CH:8][CH:7]=[CH:6][CH:5]=1)[CH3:3].[S:10]([O:15]C)([O:13][CH3:14])(=[O:12])=[O:11]. (9) Given the product [IH:20].[C:1]1([C@H:7]2[C@@H:11]([C:12]3[CH:13]=[CH:14][CH:15]=[CH:16][CH:17]=3)[NH:10][C:9]([S:18][CH3:19])=[N:8]2)[CH:2]=[CH:3][CH:4]=[CH:5][CH:6]=1, predict the reactants needed to synthesize it. The reactants are: [C:1]1([C@H:7]2[C@@H:11]([C:12]3[CH:17]=[CH:16][CH:15]=[CH:14][CH:13]=3)[NH:10][C:9](=[S:18])[NH:8]2)[CH:6]=[CH:5][CH:4]=[CH:3][CH:2]=1.[CH3:19][I:20]. (10) Given the product [C:1]([O:6][CH2:7][CH2:8][S:9]([CH2:10][C:11]([OH:13])=[O:12])=[O:15])(=[O:5])[C:2]([CH3:4])=[CH2:3], predict the reactants needed to synthesize it. The reactants are: [C:1]([O:6][CH2:7][CH2:8][S:9][CH2:10][C:11]([OH:13])=[O:12])(=[O:5])[C:2]([CH3:4])=[CH2:3].I([O-])(=O)(=O)=[O:15].[Na+].C(Cl)(Cl)Cl.CO.C(O)(C(F)(F)F)=O.